Dataset: Full USPTO retrosynthesis dataset with 1.9M reactions from patents (1976-2016). Task: Predict the reactants needed to synthesize the given product. The reactants are: [Cl:1][C:2]1[C:11]([CH:12]=[O:13])=[CH:10][C:9]2[C:4](=[CH:5][CH:6]=[CH:7][CH:8]=2)[N:3]=1.O.O.P([O-])(O)(O)=[O:17].[Na+].Cl([O-])=O.[Na+].S([O-])([O-])=O.[Na+].[Na+].Cl. Given the product [Cl:1][C:2]1[C:11]([C:12]([OH:17])=[O:13])=[CH:10][C:9]2[C:4](=[CH:5][CH:6]=[CH:7][CH:8]=2)[N:3]=1, predict the reactants needed to synthesize it.